This data is from Full USPTO retrosynthesis dataset with 1.9M reactions from patents (1976-2016). The task is: Predict the reactants needed to synthesize the given product. (1) Given the product [NH2:1][C:2]1[N:7]=[CH:6][N:5]=[C:4]2[N:8]([C@@H:26]3[CH2:31][CH2:30][CH2:29][N:28]([C:32](=[O:45])/[CH:33]=[CH:34]/[CH2:35][N:36]4[CH2:37][CH2:38][N:39]([CH2:42][CH2:43][NH:44][C:54](=[O:55])[CH2:56][CH2:57][CH2:58][CH2:59][C@H:60]5[C@@H:61]6[C@@H:62]([NH:65][C:66](=[O:67])[NH:68]6)[CH2:63][S:64]5)[CH2:40][CH2:41]4)[CH2:27]3)[N:9]=[C:10]([C:11]([NH:13][C:14]3[O:25][C:11]4[CH:10]=[CH:3][CH:2]=[CH:75][C:74]=4[N:71]=3)=[O:12])[C:3]=12, predict the reactants needed to synthesize it. The reactants are: [NH2:1][C:2]1[N:7]=[CH:6][N:5]=[C:4]2[N:8]([C@@H:26]3[CH2:31][CH2:30][CH2:29][N:28]([C:32](=[O:45])/[CH:33]=[CH:34]/[CH2:35][N:36]4[CH2:41][CH2:40][N:39]([CH2:42][CH2:43][NH2:44])[CH2:38][CH2:37]4)[CH2:27]3)[N:9]=[C:10]([C:11]([NH:13][C:14](=[O:25])NC3OC4C=CC=CC=4N=3)=[O:12])[C:3]=12.C1C(=O)N(O[C:54]([CH2:56][CH2:57][CH2:58][CH2:59][C@@H:60]2[S:64][CH2:63][C@@H:62]3[NH:65][C:66]([NH:68][C@H:61]23)=[O:67])=[O:55])C(=O)C1.C([N:71]([CH2:74][CH3:75])CC)C.CS(C)=O. (2) Given the product [F:1][C:2]1[C:3]([C:4]2[O:5][N:40]=[C:35]([CH3:36])[N:34]=2)=[CH:7][C:8]([O:24][CH3:25])=[C:9]([NH:11][C:12]2[N:17]=[C:16]([NH:18][CH3:19])[C:15]([C:20]([F:21])([F:22])[F:23])=[CH:14][N:13]=2)[CH:10]=1, predict the reactants needed to synthesize it. The reactants are: [F:1][C:2]1[CH:10]=[C:9]([NH:11][C:12]2[N:17]=[C:16]([NH:18][CH3:19])[C:15]([C:20]([F:23])([F:22])[F:21])=[CH:14][N:13]=2)[C:8]([O:24][CH3:25])=[CH:7][C:3]=1[C:4](O)=[O:5].CN(C(O[N:34]1N=N[C:36]2C=CC=[N:40][C:35]1=2)=[N+](C)C)C.F[P-](F)(F)(F)(F)F.CCN(C(C)C)C(C)C.ONC(=N)C. (3) Given the product [ClH:39].[ClH:39].[NH2:1][C:2]1[C:6]2[CH2:7][N:8]([CH:11]3[CH2:15][CH2:14][NH:13][CH2:12]3)[CH2:9][CH2:10][C:5]=2[N:4]([C:23]2[CH:24]=[CH:25][C:26]([O:29][C:30]3[CH:35]=[CH:34][CH:33]=[CH:32][CH:31]=3)=[CH:27][CH:28]=2)[C:3]=1[C:36]([NH2:37])=[O:38], predict the reactants needed to synthesize it. The reactants are: [NH2:1][C:2]1[C:6]2[CH2:7][N:8]([CH:11]3[CH2:15][CH2:14][N:13](C(OC(C)(C)C)=O)[CH2:12]3)[CH2:9][CH2:10][C:5]=2[N:4]([C:23]2[CH:28]=[CH:27][C:26]([O:29][C:30]3[CH:35]=[CH:34][CH:33]=[CH:32][CH:31]=3)=[CH:25][CH:24]=2)[C:3]=1[C:36](=[O:38])[NH2:37].[ClH:39]. (4) Given the product [CH2:45]([N:5]([CH2:1][CH2:2][CH2:3][CH3:4])[C:6]([C:8]1[N:9]=[C:10]([C:21]2[CH:30]=[CH:29][C:24]([C:25]([O:27][CH3:28])=[O:26])=[CH:23][C:22]=2[C:31]([N:33]2[C@H:42]([CH2:43][OH:44])[CH2:41][C:36]3[C:35](=[CH:40][CH:39]=[CH:38][CH:37]=3)[CH2:34]2)=[O:32])[N:11]([CH2:13][CH2:14][CH2:15][N:64]2[CH2:69][CH2:68][O:67][CH2:66][CH2:65]2)[CH:12]=1)=[O:7])[CH2:46][CH2:47][CH3:48], predict the reactants needed to synthesize it. The reactants are: [CH2:1]([N:5]([CH2:45][CH2:46][CH2:47][CH3:48])[C:6]([C:8]1[N:9]=[C:10]([C:21]2[CH:30]=[CH:29][C:24]([C:25]([O:27][CH3:28])=[O:26])=[CH:23][C:22]=2[C:31]([N:33]2[C@H:42]([CH2:43][OH:44])[CH2:41][C:40]3[C:35](=[CH:36][CH:37]=[CH:38][CH:39]=3)[CH2:34]2)=[O:32])[N:11]([CH2:13][CH2:14][C:15]2C=CC=CC=2)[CH:12]=1)=[O:7])[CH2:2][CH2:3][CH3:4].C(N(CCCC)C(C1N=C(C2C=CC(C(OC)=O)=CC=2C(O)=O)N(CCC[N:64]2[CH2:69][CH2:68][O:67][CH2:66][CH2:65]2)C=1)=O)CCC.